The task is: Predict the reactants needed to synthesize the given product.. This data is from Full USPTO retrosynthesis dataset with 1.9M reactions from patents (1976-2016). (1) Given the product [OH:27][C@@H:23]1[CH2:24][CH2:25][CH2:26][C@H:22]1[NH:21][C:2]1[N:3]([CH3:19])[C:4](=[O:18])[C:5]2[C:6](=[N:8][NH:9][C:10]=2[NH:11][C:12]2[CH:17]=[CH:16][CH:15]=[CH:14][CH:13]=2)[N:7]=1, predict the reactants needed to synthesize it. The reactants are: Cl[C:2]1[N:3]([CH3:19])[C:4](=[O:18])[C:5]2[C:10]([NH:11][C:12]3[CH:17]=[CH:16][CH:15]=[CH:14][CH:13]=3)=[N:9][NH:8][C:6]=2[N:7]=1.Cl.[NH2:21][C@@H:22]1[CH2:26][CH2:25][CH2:24][C@H:23]1[OH:27].CCN(C(C)C)C(C)C. (2) Given the product [F:19][C:20]([F:26])([F:25])[S:21]([O:1][C:2]1[C:3]([C:8]([O:10][CH3:11])=[O:9])=[N:4][CH:5]=[CH:6][CH:7]=1)(=[O:23])=[O:22], predict the reactants needed to synthesize it. The reactants are: [OH:1][C:2]1[C:3]([C:8]([O:10][CH3:11])=[O:9])=[N:4][CH:5]=[CH:6][CH:7]=1.C(N(CC)CC)C.[F:19][C:20]([F:26])([F:25])[S:21](Cl)(=[O:23])=[O:22]. (3) Given the product [NH2:1][C:4]1[C:5]([N:10]2[C:21](=[O:20])[NH:22][C:23]([CH:24]([C:38]3[CH:43]=[C:42]([CH3:44])[N:41]=[C:40]([O:45][CH3:46])[CH:39]=3)[NH:25][C:26]3[CH:31]=[CH:30][C:29]([C:32]4[N:36]=[C:35]([CH3:37])[O:34][N:33]=4)=[CH:28][CH:27]=3)=[N:11]2)=[N:6][CH:7]=[CH:8][CH:9]=1, predict the reactants needed to synthesize it. The reactants are: [N+:1]([C:4]1[C:5]([NH:10][NH2:11])=[N:6][CH:7]=[CH:8][CH:9]=1)([O-])=O.C(N(CC)CC)C.C[O:20][C:21](=O)[N:22]=[C:23](SC)[C:24]([C:38]1[CH:43]=[C:42]([CH3:44])[N:41]=[C:40]([O:45][CH3:46])[CH:39]=1)=[N:25][C:26]1[CH:31]=[CH:30][C:29]([C:32]2[N:36]=[C:35]([CH3:37])[O:34][N:33]=2)=[CH:28][CH:27]=1. (4) Given the product [C:1]([C:3]1[C:4]([N:15]2[CH2:18][CH:17]([CH2:19][C:20]([NH:65][S:62]([CH2:61][C:58]3[CH:59]=[CH:60][C:55]([F:54])=[CH:56][CH:57]=3)(=[O:64])=[O:63])=[O:22])[CH2:16]2)=[N:5][C:6]([CH3:14])=[C:7]([CH:8]=1)[C:9]([O:11][CH2:12][CH3:13])=[O:10])#[N:2], predict the reactants needed to synthesize it. The reactants are: [C:1]([C:3]1[C:4]([N:15]2[CH2:18][CH:17]([CH2:19][C:20]([OH:22])=O)[CH2:16]2)=[N:5][C:6]([CH3:14])=[C:7]([C:9]([O:11][CH2:12][CH3:13])=[O:10])[CH:8]=1)#[N:2].CN(C(ON1N=NC2C=CC=CC1=2)=[N+](C)C)C.[B-](F)(F)(F)F.CCN(C(C)C)C(C)C.[F:54][C:55]1[CH:60]=[CH:59][C:58]([CH2:61][S:62]([NH2:65])(=[O:64])=[O:63])=[CH:57][CH:56]=1.C([O-])(O)=O.[Na+]. (5) Given the product [F:61][C:50]1[CH:49]=[C:48]([C:28]2[CH:29]=[N:30][C:25]([N:7]3[CH2:6][CH2:5][N:4]([C:8]4[CH:13]=[CH:12][C:11]([C:14]([F:17])([F:15])[F:16])=[CH:10][N:9]=4)[CH2:3][C@@H:2]3[CH3:1])=[N:26][CH:27]=2)[CH:53]=[CH:52][C:51]=1[N:54]1[C:58](=[O:59])[N:57]([CH3:60])[N:56]=[CH:55]1, predict the reactants needed to synthesize it. The reactants are: [CH3:1][C@@H:2]1[NH:7][CH2:6][CH2:5][N:4]([C:8]2[CH:13]=[CH:12][C:11]([C:14]([F:17])([F:16])[F:15])=[CH:10][N:9]=2)[CH2:3]1.C[C@@H]1N([C:25]2[N:30]=[CH:29][C:28](B3OC(C)(C)C(C)(C)O3)=[CH:27][N:26]=2)CCN(C(OC(C)(C)C)=O)C1.Br[C:48]1[CH:53]=[CH:52][C:51]([N:54]2[C:58](=[O:59])[N:57]([CH3:60])[N:56]=[CH:55]2)=[C:50]([F:61])[CH:49]=1. (6) Given the product [CH2:29]([C@@H:30]([CH2:25][CH:26]=[CH2:27])[CH2:12][S:9]([N:8]([CH2:7][C:6]1[CH:5]=[CH:4][C:3]([O:2][CH3:1])=[CH:23][CH:22]=1)[CH2:13][C:14]1[CH:15]=[CH:16][C:17]([O:20][CH3:21])=[CH:18][CH:19]=1)(=[O:11])=[O:10])[CH3:28].[CH2:29]([C@H:30]([CH2:25][CH:26]=[CH2:27])[CH2:12][S:9]([N:8]([CH2:7][C:6]1[CH:5]=[CH:4][C:3]([O:2][CH3:1])=[CH:23][CH:22]=1)[CH2:13][C:14]1[CH:15]=[CH:16][C:17]([O:20][CH3:21])=[CH:18][CH:19]=1)(=[O:11])=[O:10])[CH3:28], predict the reactants needed to synthesize it. The reactants are: [CH3:1][O:2][C:3]1[CH:23]=[CH:22][C:6]([CH2:7][N:8]([CH2:13][C:14]2[CH:19]=[CH:18][C:17]([O:20][CH3:21])=[CH:16][CH:15]=2)[S:9]([CH3:12])(=[O:11])=[O:10])=[CH:5][CH:4]=1.C[C:25]1[CH:30]=[CH:29][C:28](S(OC(CC=C)CC)(=O)=O)=[CH:27][CH:26]=1. (7) The reactants are: [Br:1][C:2]1[CH:7]=[CH:6][C:5](B(O)O)=[CH:4][CH:3]=1.C([O-])([O-])=O.[Na+].[Na+].I[C:18]1[CH:24]=[CH:23][CH:22]=[CH:21][C:19]=1[NH2:20]. Given the product [Br:1][C:2]1[CH:7]=[CH:6][C:5]([C:18]2[CH:24]=[CH:23][CH:22]=[CH:21][C:19]=2[NH2:20])=[CH:4][CH:3]=1, predict the reactants needed to synthesize it.